From a dataset of Forward reaction prediction with 1.9M reactions from USPTO patents (1976-2016). Predict the product of the given reaction. (1) Given the reactants [CH:1]1([CH2:7]Br)[CH2:6][CH2:5][CH2:4][CH2:3][CH2:2]1.[N-:9]=[N+:10]=[N-:11].[Na+].CS(C)=O, predict the reaction product. The product is: [CH:1]1([CH2:7][N:9]=[N+:10]=[N-:11])[CH2:6][CH2:5][CH2:4][CH2:3][CH2:2]1. (2) Given the reactants [C:1]([O:5][C:6]([NH:8][C:9]([CH3:14])([CH3:13])[C:10]([OH:12])=[O:11])=[O:7])([CH3:4])([CH3:3])[CH3:2].O[N:16]1[C:20]2[CH:21]=[CH:22][CH:23]=[CH:24][C:19]=2[N:18]=[N:17]1.Cl.C(N=C=NCCCN(C)C)C, predict the reaction product. The product is: [C:1]([O:5][C:6]([NH:8][C:9]([CH3:14])([CH3:13])[C:10]([O:12][N:16]1[C:20]2[CH:21]=[CH:22][CH:23]=[CH:24][C:19]=2[N:18]=[N:17]1)=[O:11])=[O:7])([CH3:4])([CH3:2])[CH3:3]. (3) The product is: [OH:15][C@@H:14]([CH2:18][OH:17])[CH2:13][N:9]1[C:10](=[O:12])[C:11]2[C:2]([NH:27][C:26]3[CH:28]=[CH:29][C:30]([I:32])=[CH:31][C:25]=3[F:24])=[C:3]([CH3:23])[C:4](=[O:22])[N:5]([CH3:21])[C:6]=2[N:7]=[CH:8]1. Given the reactants Cl[C:2]1[C:11]2[C:10](=[O:12])[N:9]([CH2:13][C@@H:14]3[CH2:18][O:17]C(C)(C)[O:15]3)[CH:8]=[N:7][C:6]=2[N:5]([CH3:21])[C:4](=[O:22])[C:3]=1[CH3:23].[F:24][C:25]1[CH:31]=[C:30]([I:32])[CH:29]=[CH:28][C:26]=1[NH2:27].CC1(C)C2C=CC=C(P(C3C=CC=CC=3)C3C=CC=CC=3)C=2OC2C1=CC=CC=2P(C1C=CC=CC=1)C1C=CC=CC=1.CC(C)([O-])C.[Na+], predict the reaction product. (4) Given the reactants P([O-])([O-])([O-])=O.[K+].[K+].[K+].[CH3:9][C@:10]12CC[C@H]3[C@@H](CCC4[C@]3(C)[CH2:9][CH2:10][C:11](=[O:12])C=4)[C@@H]1CC[C:11]2=[O:12].C1N=C(N)C2N=CN([C@@H:58]3[O:59][C@H:55]([CH2:54][O:53]P(OP([O:53][CH2:54][C@H:55]4[O:59][C@@H:58](N5C=C(C(N)=O)CC=C5)[C@H:57](O)[C@@H:56]4[OH:70])(O)=O)(O)=O)[C@@H:56]([OH:70])[C@H:57]3OP(O)(O)=O)C=2N=1.[CH3:78]S(C)=O, predict the reaction product. The product is: [OH:70][C:56]1[CH:55]=[C:54]([OH:53])[CH:78]=[C:58]2[C:57]=1[CH:9]=[CH:10][C:11](=[O:12])[O:59]2. (5) Given the reactants [F:1][C:2]([F:15])([CH3:14])[CH2:3][O:4][C:5]1[C:6]([CH3:13])=[CH:7][C:8]([CH:11]=O)=[N:9][CH:10]=1.[CH3:16][C:17]([S@:20]([NH2:22])=[O:21])([CH3:19])[CH3:18], predict the reaction product. The product is: [F:1][C:2]([F:15])([CH3:14])[CH2:3][O:4][C:5]1[C:6]([CH3:13])=[CH:7][C:8](/[CH:11]=[N:22]/[S@@:20]([C:17]([CH3:19])([CH3:18])[CH3:16])=[O:21])=[N:9][CH:10]=1. (6) Given the reactants [CH2:1]([O:3][C:4](=[O:20])[CH:5](Cl)[C:6](=O)[CH2:7][CH2:8][CH2:9][O:10][CH2:11][C:12]1[CH:17]=[CH:16][CH:15]=[CH:14][CH:13]=1)[CH3:2].[F:21][C:22]([F:33])([F:32])[C:23]1[CH:31]=[CH:30][C:26]([C:27]([NH2:29])=[S:28])=[CH:25][CH:24]=1, predict the reaction product. The product is: [CH2:1]([O:3][C:4]([C:5]1[S:28][C:27]([C:26]2[CH:25]=[CH:24][C:23]([C:22]([F:32])([F:21])[F:33])=[CH:31][CH:30]=2)=[N:29][C:6]=1[CH2:7][CH2:8][CH2:9][O:10][CH2:11][C:12]1[CH:17]=[CH:16][CH:15]=[CH:14][CH:13]=1)=[O:20])[CH3:2]. (7) Given the reactants [NH2:1][C@H:2]1[CH2:7][CH2:6][C@@H:5]([C:8]([OH:10])=[O:9])[CH2:4][CH2:3]1.[ClH:11].[CH3:12][CH2:13]O, predict the reaction product. The product is: [ClH:11].[CH2:12]([O:9][C:8]([C@H:5]1[CH2:6][CH2:7][C@@H:2]([NH2:1])[CH2:3][CH2:4]1)=[O:10])[CH3:13].